Task: Regression. Given a peptide amino acid sequence and an MHC pseudo amino acid sequence, predict their binding affinity value. This is MHC class I binding data.. Dataset: Peptide-MHC class I binding affinity with 185,985 pairs from IEDB/IMGT (1) The peptide sequence is EFFGWAEGY. The binding affinity (normalized) is 0.590. The MHC is HLA-A26:02 with pseudo-sequence HLA-A26:02. (2) The binding affinity (normalized) is 0.851. The MHC is HLA-A68:01 with pseudo-sequence HLA-A68:01. The peptide sequence is ISKIYTLIYR. (3) The peptide sequence is DMIDNLNIV. The MHC is HLA-A02:01 with pseudo-sequence HLA-A02:01. The binding affinity (normalized) is 0.282. (4) The peptide sequence is RVRPKKEVL. The MHC is HLA-A80:01 with pseudo-sequence HLA-A80:01. The binding affinity (normalized) is 0.0847. (5) The peptide sequence is YVVSRRGDL. The MHC is HLA-B46:01 with pseudo-sequence HLA-B46:01. The binding affinity (normalized) is 0.0847. (6) The MHC is HLA-A69:01 with pseudo-sequence HLA-A69:01. The peptide sequence is SPVMGVIGF. The binding affinity (normalized) is 0.0847. (7) The peptide sequence is SSSPTILDNY. The binding affinity (normalized) is 0.0952. The MHC is HLA-A26:01 with pseudo-sequence HLA-A26:01. (8) The peptide sequence is FTARIIIFS. The MHC is HLA-A02:16 with pseudo-sequence YFAMYGEKVAHTHVDTLYVRYHYYTWAVLAYEWY. The binding affinity (normalized) is 0.0847. (9) The peptide sequence is EEAPAAVSF. The MHC is HLA-A03:01 with pseudo-sequence HLA-A03:01. The binding affinity (normalized) is 0.213.